From a dataset of Forward reaction prediction with 1.9M reactions from USPTO patents (1976-2016). Predict the product of the given reaction. (1) Given the reactants [ClH:1].Cl.[CH:3]1([C:7]2[N:8]=[N:9][C:10]([O:26][CH:27]3[CH2:32][CH2:31][NH:30][CH2:29][CH2:28]3)=[CH:11][C:12]=2[C:13]2[CH:18]=[CH:17][C:16]([O:19][CH:20]3[CH2:25][CH2:24][CH2:23][CH2:22][CH2:21]3)=[CH:15][CH:14]=2)[CH2:6][CH2:5][CH2:4]1.Cl.[CH2:34](OCC)C, predict the reaction product. The product is: [ClH:1].[ClH:1].[CH:3]1([C:7]2[N:8]=[N:9][C:10]([O:26][CH:27]3[CH2:28][CH2:29][N:30]([CH3:34])[CH2:31][CH2:32]3)=[CH:11][C:12]=2[C:13]2[CH:14]=[CH:15][C:16]([O:19][CH:20]3[CH2:21][CH2:22][CH2:23][CH2:24][CH2:25]3)=[CH:17][CH:18]=2)[CH2:6][CH2:5][CH2:4]1. (2) Given the reactants C[O:2][C:3](=[O:24])[C:4]1[CH:9]=[C:8]([O:10][CH2:11][CH2:12][CH2:13][N:14]2[CH2:19][CH2:18][CH2:17][CH2:16][CH2:15]2)[CH:7]=[CH:6][C:5]=1[NH:20]C(=O)C.[ClH:25], predict the reaction product. The product is: [ClH:25].[ClH:25].[NH2:20][C:5]1[CH:6]=[CH:7][C:8]([O:10][CH2:11][CH2:12][CH2:13][N:14]2[CH2:19][CH2:18][CH2:17][CH2:16][CH2:15]2)=[CH:9][C:4]=1[C:3]([OH:24])=[O:2]. (3) The product is: [CH3:1][O:2][C:3]1[CH:11]=[C:10]2[C:6]([CH2:7][N:8]([CH:16]([CH:22]([CH3:24])[CH3:23])[C:17]([O:19][CH2:20][CH3:21])=[O:18])[C:9]2=[O:12])=[CH:5][CH:4]=1. Given the reactants [CH3:1][O:2][C:3]1[CH:11]=[C:10]2[C:6]([CH2:7][NH:8][C:9]2=[O:12])=[CH:5][CH:4]=1.[H-].[Na+].Br[CH:16]([CH:22]([CH3:24])[CH3:23])[C:17]([O:19][CH2:20][CH3:21])=[O:18].[Cl-].[NH4+], predict the reaction product. (4) Given the reactants C([O:8][C:9]1[CH:14]=[CH:13][C:12]([N:15]2[CH:20]=[C:19]([O:21][CH3:22])[C:18](=[O:23])[C:17]([C:24]3[N:28]([C:29]4[CH:34]=[CH:33][CH:32]=[CH:31][CH:30]=4)[N:27]=[CH:26][CH:25]=3)=[N:16]2)=[C:11]([F:35])[CH:10]=1)C1C=CC=CC=1.C1COCC1, predict the reaction product. The product is: [F:35][C:11]1[CH:10]=[C:9]([OH:8])[CH:14]=[CH:13][C:12]=1[N:15]1[CH:20]=[C:19]([O:21][CH3:22])[C:18](=[O:23])[C:17]([C:24]2[N:28]([C:29]3[CH:30]=[CH:31][CH:32]=[CH:33][CH:34]=3)[N:27]=[CH:26][CH:25]=2)=[N:16]1. (5) Given the reactants Cl[C:2]1[N:10]=[C:9]2[C:5]([N:6]=[CH:7][N:8]2[CH3:11])=[C:4]([NH:12][CH2:13][CH:14]([C:21]2[CH:26]=[CH:25][CH:24]=[CH:23][CH:22]=2)[C:15]2[CH:20]=[CH:19][CH:18]=[CH:17][CH:16]=2)[N:3]=1.[NH2:27][C@H:28]([CH2:31][CH3:32])[CH2:29][OH:30], predict the reaction product. The product is: [C:15]1([CH:14]([C:21]2[CH:26]=[CH:25][CH:24]=[CH:23][CH:22]=2)[CH2:13][NH:12][C:4]2[N:3]=[C:2]([NH:27][C@H:28]([CH2:31][CH3:32])[CH2:29][OH:30])[N:10]=[C:9]3[C:5]=2[N:6]=[CH:7][N:8]3[CH3:11])[CH:20]=[CH:19][CH:18]=[CH:17][CH:16]=1. (6) Given the reactants [N+:1]([C:4]1[CH:5]=[C:6]([CH2:14]O)[CH:7]=[C:8]([C:10]([F:13])([F:12])[F:11])[CH:9]=1)([O-:3])=[O:2].C1(P(C2C=CC=CC=2)C2C=CC=CC=2)C=CC=CC=1.[Br:35]N1C(=O)CCC1=O, predict the reaction product. The product is: [Br:35][CH2:14][C:6]1[CH:7]=[C:8]([C:10]([F:13])([F:12])[F:11])[CH:9]=[C:4]([N+:1]([O-:3])=[O:2])[CH:5]=1. (7) Given the reactants [C:1]([CH:3]1[CH2:8][CH2:7][N:6]([C:9]([O:11][CH2:12][C:13]2[CH:18]=[CH:17][CH:16]=[CH:15][CH:14]=2)=[O:10])[CH2:5][CH2:4]1)#[N:2].CCCC.I[Si:24]([C:27]([CH3:30])([CH3:29])[CH3:28])([CH3:26])[CH3:25].[Li+].C[Si]([N-][Si](C)(C)C)(C)C.[CH2:41]1[CH2:45][O:44][CH2:43][CH2:42]1, predict the reaction product. The product is: [Si:24]([O:44][CH2:43][CH2:42][CH2:41][CH2:45][C:3]1([C:1]#[N:2])[CH2:8][CH2:7][N:6]([C:9]([O:11][CH2:12][C:13]2[CH:14]=[CH:15][CH:16]=[CH:17][CH:18]=2)=[O:10])[CH2:5][CH2:4]1)([C:27]([CH3:30])([CH3:29])[CH3:28])([CH3:26])[CH3:25].